Binary Classification. Given a miRNA mature sequence and a target amino acid sequence, predict their likelihood of interaction. From a dataset of Experimentally validated miRNA-target interactions with 360,000+ pairs, plus equal number of negative samples. (1) Result: 0 (no interaction). The protein sequence of the target gene is MGQLIAKLMSIFGNQEHTVIIVGLDNEGKTTILYRFLTNEVVHMCPTIGSNVEEIILPKTHFFMWDIVRPEALSFIWNTYYSNTEFIILVIDSTDRDRLLTTREELYKMLAHEALQDASVLIFANKQDVKDSMRMVEISHFLTLSTIKDHSWHIQGCCALTREGLPARLQWMESQAAAN. The miRNA is hsa-miR-6809-5p with sequence UGGCAAGGAAAGAAGAGGAUCA. (2) The miRNA is hsa-miR-5197-5p with sequence CAAUGGCACAAACUCAUUCUUGA. The protein sequence of the target gene is MSPPKDPSPSLPLPSSSSHSSSPPSSSSTSVSGNAPDGSSPPQMTASEPLSQVSRGHPSPPTPNFRRRAVAQGAPREIPLYLPHHPKPEWAEYCLVSPGEDGLSDPAEMTSDECQPAEAPLGDIGSNHRDPHPIWGKDRSWTGQELSPLAGEDREKGSTGARKEEEGGPVLVKEKLGLKKLVLTQEQKTMLLDWNDSIPESVHLKAGERISQKSAENGRGGRVLKPVRPLLLPRAAGEPLPTQRGAQEKMGTPAEQAQGERNVPPPKSPLRLIANAIRRSLEPLLSNSEGGKKAWAKQES.... Result: 0 (no interaction). (3) The miRNA is hsa-miR-1247-3p with sequence CCCCGGGAACGUCGAGACUGGAGC. The protein sequence of the target gene is MNVHRGSDSDRLLRQEASCLVDDTLAVAQEKEANSLASSGPHNLTYPLGPRNEDLSLDYASQPANLQFPHIMPLAEDIKGSCFQSGNKRNHEPFIAPERFGNSSVGFGSNSHSQAPEKVTLLVDGTRFVVNPQIFTAHPDTMLGRMFGPGREYNFTRPNEKGEYEIAEGISATVFRTVLDYYKTGIINCPDGISIPDLRDTCDYLCINFDFNTIRCQDLSALLHELSNDGAHKQFDHYLEELILPIMVGCAKKGERECHIVVLTDEDSVDWDEDHPPPMGEEYSQILYSSKLYRFFKYIE.... Result: 1 (interaction). (4) The miRNA is hsa-miR-583 with sequence CAAAGAGGAAGGUCCCAUUAC. The protein sequence of the target gene is MEVPPRLSHVPPPLFPSAPATLASRSLSHWRPRPPRQLAPLLPSLAPSSARQGARRAQRHVTAQQPSRLAGGAAIKGGRRRRPDLFRRHFKSSSIQRSAAAAAATRTARQHPPADSSVTMEDMNEYSNIEEFAEGSKINASKNQQDDGKMFIGGLSWDTSKKDLTEYLSRFGEVVDCTIKTDPVTGRSRGFGFVLFKDAASVDKVLELKEHKLDGKLIDPKRAKALKGKEPPKKVFVGGLSPDTSEEQIKEYFGAFGEIENIELPMDTKTNERRGFCFITYTDEEPVKKLLESRYHQIGS.... Result: 1 (interaction). (5) The miRNA is hsa-miR-4767 with sequence CGCGGGCGCUCCUGGCCGCCGCC. The protein sequence of the target gene is MEQVEILRKFIQRVQAMKSPDHNGEDNFARDFMRLRRLSTKYRTEKIYPTATGEKEENVKKNRYKDILPFDHSRVKLTLKTPSQDSDYINANFIKGVYGPKAYVATQGPLANTVIDFWRMIWEYNVVIIVMACREFEMGRKKCERYWPLYGEDPITFAPFKISCEDEQARTDYFIRTLLLEFQNESRRLYQFHYVNWPDHDVPSSFDSILDMISLMRKYQEHEDVPICIHCSAGCGRTGAICAIDYTWNLLKAGKIPEEFNVFNLIQEMRTQRHSAVQTKEQYELVHRAIAQLFEKQLQL.... Result: 0 (no interaction). (6) The miRNA is mmu-miR-590-3p with sequence UAAUUUUAUGUAUAAGCUAGU. The protein sequence of the target gene is MVGADPTRPRGPLSYWAGRRGQGLAAIFLLLVSAAESEARAEDDFSLVQPLVTMEQLLWVSGKQIGSVDTFRIPLITATPRGTLLAFAEARKKSASDEGAKFIAMRRSTDQGSTWSSTAFIVDDGEASDGLNLGAVVNDVDTGIVFLIYTLCAHKVNCQVASTMLVWSKDDGISWSPPRNLSVDIGTEMFAPGPGSGIQKQREPGKGRLIVCGHGTLERDGVFCLLSDDHGASWHYGTGVSGIPFGQPKHDHDFNPDECQPYELPDGSVIINARNQNNYHCRCRIVLRSYDACDTLRPRD.... Result: 1 (interaction). (7) The miRNA is hsa-miR-3682-3p with sequence UGAUGAUACAGGUGGAGGUAG. The protein sequence of the target gene is METAPKPGKDVPPKKDKLQTKRKKPRRYWEEETVPTTAGASPGPPRNKKNRELRPQRPKNAYILKKSRISKKPQVPKKPREWKNPESQRGLSGTQDPFPGPAPVPVEVVQKFCRIDKSRKLPHSKAKTRSRLEVAEAEEEETSIKAARSELLLAEEPGFLEGEDGEDTAKICQADIVEAVDIASAAKHFDLNLRQFGPYRLNYSRTGRHLAFGGRRGHVAALDWVTKKLMCEINVMEAVRDIRFLHSEALLAVAQNRWLHIYDNQGIELHCIRRCDRVTRLEFLPFHFLLATASETGFLT.... Result: 0 (no interaction). (8) The miRNA is hsa-miR-657 with sequence GGCAGGUUCUCACCCUCUCUAGG. The protein sequence of the target gene is MASPADSCIQFTRHASDVLLNLNRLRSRDILTDVVIVVSREQFRAHKTVLMACSGLFYSIFTDQLKCNLSVINLDPEISPEGFCILLDFMYTSRLNLREGNIMAVMTTAMYLQMEHVVDTCRKFIKASEAEMAPALKPPREEFLNSRMLMPHDIMAYRGREVVENNMPLRNTPGCESRAFAPPLYSGLSTPPASYPMYSHLPLSTFLFSDEELRDAPRMPVANPFPKERALPCDSARQVPNEYSRPAMEVSPSLCHSNIYSPKEAVPEEARSDIHYSVPEGPKPAVPSARNAPYFPCDKA.... Result: 0 (no interaction). (9) The miRNA is rno-miR-128-3p with sequence UCACAGUGAACCGGUCUCUUU. The protein sequence of the target gene is MAEDADMRNELEEMQRRADQLADESLESTRRMLQLVEESKDAGIRTLVMLDEQGEQLERIEEGMDQINKDMKEAEKNLTDLGKFCGLCVCPCNKLKSSDAYKKAWGNNQDGVVASQPARVVDEREQMAISGGFIRRVTNDARENEMDENLEQVSGIIGNLRHMALDMGNEIDTQNRQIDRIMEKADSNKTRIDEANQRATKMLGSG. Result: 1 (interaction). (10) The miRNA is mmu-miR-323-3p with sequence CACAUUACACGGUCGACCUCU. The protein sequence of the target gene is MGRTVIVLGGGISGLAASYHLIRGPSPPKVILVEGSKRLGGWIRSIRGSDGAIFELGPRGIRPAGALGARTLLLVSELGLESEVLPVRGDHPAAQNRFLYVGGTLHPLPSGLRGLLRPSPPFSKPLFWAGLRELLKPRGKEPDETVHSFAQRRLGPEVASLAMDSLCRGVFAGNSRELSIRSCFPSLFQAEQTHRSILLGLLLGAGQSPQPDSSLIRQARAERWSQWSLRGGLEVLPQALHNHLASKGVTVLSGQPVCGLSLQPEGRWKVSLGDSSLEADHIISAIPASELSKLLPAEAA.... Result: 0 (no interaction).